Dataset: TCR-epitope binding with 47,182 pairs between 192 epitopes and 23,139 TCRs. Task: Binary Classification. Given a T-cell receptor sequence (or CDR3 region) and an epitope sequence, predict whether binding occurs between them. (1) The epitope is CTELKLSDY. The TCR CDR3 sequence is CSVGSAGTSFTDTQYF. Result: 0 (the TCR does not bind to the epitope). (2) The epitope is FLLNKEMYL. The TCR CDR3 sequence is CASSDMDLAPTNTGELFF. Result: 1 (the TCR binds to the epitope). (3) The epitope is YIFFASFYY. The TCR CDR3 sequence is CASTLTENEQFF. Result: 0 (the TCR does not bind to the epitope). (4) The epitope is YFPLQSYGF. The TCR CDR3 sequence is CASSFYPGEQYF. Result: 1 (the TCR binds to the epitope). (5) The epitope is TSNQVAVLY. The TCR CDR3 sequence is CASSPTSYNEQFF. Result: 1 (the TCR binds to the epitope). (6) The epitope is FLLNKEMYL. The TCR CDR3 sequence is CASSLGTGVSYEQYF. Result: 0 (the TCR does not bind to the epitope). (7) The epitope is ILGLPTQTV. The TCR CDR3 sequence is CASSLAGGYGYTF. Result: 1 (the TCR binds to the epitope).